Dataset: Forward reaction prediction with 1.9M reactions from USPTO patents (1976-2016). Task: Predict the product of the given reaction. Given the reactants [Br:1][C:2]1[CH:3]=[CH:4][C:5]([O:10][CH3:11])=[C:6]([NH:8]N)[CH:7]=1.[CH:12](=O)[CH:13]([CH3:15])[CH3:14].S(=O)(=O)(O)O.[BH4-].[Na+], predict the reaction product. The product is: [Br:1][C:2]1[CH:3]=[CH:4][C:5]([O:10][CH3:11])=[C:6]2[C:7]=1[C:13]([CH3:15])([CH3:14])[CH2:12][NH:8]2.